This data is from Full USPTO retrosynthesis dataset with 1.9M reactions from patents (1976-2016). The task is: Predict the reactants needed to synthesize the given product. Given the product [C:14]([C:13]([C:12](=[O:17])[CH3:11])=[CH:1][C:3]1[CH:10]=[CH:9][C:6]([C:7]#[N:8])=[CH:5][CH:4]=1)(=[O:16])[CH3:15], predict the reactants needed to synthesize it. The reactants are: [CH:1]([C:3]1[CH:10]=[CH:9][C:6]([C:7]#[N:8])=[CH:5][CH:4]=1)=O.[CH3:11][C:12](=[O:17])[CH2:13][C:14](=[O:16])[CH3:15].C(O)(=O)C.N1CCCCC1.